From a dataset of Full USPTO retrosynthesis dataset with 1.9M reactions from patents (1976-2016). Predict the reactants needed to synthesize the given product. (1) Given the product [Cl:1][C:2]1[CH:7]=[C:6]([Cl:8])[CH:5]=[CH:4][C:3]=1[C:9]1([O:34][Si:35]([CH2:40][CH3:41])([CH2:38][CH3:39])[CH2:36][CH3:37])[C:17]2[C:12](=[CH:13][C:14]([C:4]3[O:42][CH:7]=[CH:2][CH:3]=3)=[CH:15][C:16]=2[C:18]([F:21])([F:20])[F:19])[N:11]([CH2:23][C@H:24]2[CH2:27][C@H:26]([N:28]([CH2:31][CH3:32])[CH2:29][CH3:30])[CH2:25]2)[C:10]1=[O:33], predict the reactants needed to synthesize it. The reactants are: [Cl:1][C:2]1[CH:7]=[C:6]([Cl:8])[CH:5]=[CH:4][C:3]=1[C:9]1([O:34][Si:35]([CH2:40][CH3:41])([CH2:38][CH3:39])[CH2:36][CH3:37])[C:17]2[C:12](=[CH:13][C:14](I)=[CH:15][C:16]=2[C:18]([F:21])([F:20])[F:19])[N:11]([CH2:23][C@H:24]2[CH2:27][C@H:26]([N:28]([CH2:31][CH3:32])[CH2:29][CH3:30])[CH2:25]2)[C:10]1=[O:33].[OH2:42]. (2) Given the product [CH2:30]([C:25]1[C:24](=[O:23])[N:17]=[C:15]([CH2:14][CH2:13][C:10]2[CH:9]=[CH:8][C:7]([O:6][C:5]3[CH:18]=[CH:19][CH:20]=[C:3]([C:2]([F:21])([F:22])[F:1])[CH:4]=3)=[CH:12][CH:11]=2)[NH:16][CH:26]=1)[CH3:31], predict the reactants needed to synthesize it. The reactants are: [F:1][C:2]([F:22])([F:21])[C:3]1[CH:4]=[C:5]([CH:18]=[CH:19][CH:20]=1)[O:6][C:7]1[CH:12]=[CH:11][C:10]([CH2:13][CH2:14][C:15](=[NH:17])[NH2:16])=[CH:9][CH:8]=1.[OH:23][CH:24]=[C:25]([CH2:30][CH3:31])[C:26](OC)=O.C([O-])(=O)C.[K+]. (3) Given the product [NH2:1][C@@H:2]([C:7]([OH:9])=[O:8])[CH2:3][C:4]([OH:6])=[O:5], predict the reactants needed to synthesize it. The reactants are: [NH2:1][C@@H:2]([C:7]([O-:9])=[O:8])[CH2:3][C:4]([O-:6])=[O:5].C1(N2C3C(=CC(F)=C(N4CC(=NOC)C5(CNC5)C4)N=3)C(=O)C(C(O)=O)=C2)CC1. (4) Given the product [C:7]([O:11][C:17](=[O:18])[C:16]1[CH:20]=[CH:21][C:13]([CH3:12])=[CH:14][CH:15]=1)([CH3:10])([CH3:9])[CH3:8], predict the reactants needed to synthesize it. The reactants are: N1C=CC=CC=1.[C:7]([OH:11])([CH3:10])([CH3:9])[CH3:8].[CH3:12][C:13]1[CH:21]=[CH:20][C:16]([C:17](Cl)=[O:18])=[CH:15][CH:14]=1.O. (5) Given the product [CH3:7][O:8][C:9]1[CH:14]=[CH:13][C:12]([O:15][CH2:17][C:18]([O:20][CH2:21][CH3:22])=[O:19])=[CH:11][CH:10]=1, predict the reactants needed to synthesize it. The reactants are: C([O-])([O-])=O.[K+].[K+].[CH3:7][O:8][C:9]1[CH:14]=[CH:13][C:12]([OH:15])=[CH:11][CH:10]=1.Br[CH2:17][C:18]([O:20][CH2:21][CH3:22])=[O:19]. (6) Given the product [Cl:26][C:27]1[CH:32]=[C:31]2[C:30](=[CH:29][C:28]=1[O:46][CH2:47][CH2:48][O:49][CH3:50])[N:33]=[CH:34][C:35]([C:36]([O:38][CH2:39][CH3:40])=[O:37])=[C:41]2[OH:43], predict the reactants needed to synthesize it. The reactants are: C1C=CC(C2C=CC=CC=2)=CC=1.C1C=CC(OC2C=CC=CC=2)=CC=1.[Cl:26][C:27]1[CH:32]=[CH:31][C:30]([NH:33][CH:34]=[C:35]([C:41]([O:43]CC)=O)[C:36]([O:38][CH2:39][CH3:40])=[O:37])=[CH:29][C:28]=1[O:46][CH2:47][CH2:48][O:49][CH3:50]. (7) Given the product [CH:4]1([C@H:10]([NH:15][C:16]([C:18]2[C:27]([NH:28][C:29](=[O:43])[CH2:30][C:31]3[C:36]([Cl:37])=[CH:35][C:34]([C:38]([F:39])([F:40])[F:41])=[CH:33][C:32]=3[Cl:42])=[CH:26][C:25]3[C:20](=[CH:21][CH:22]=[CH:23][CH:24]=3)[CH:19]=2)=[O:17])[C:11]([OH:13])=[O:12])[CH2:9][CH2:8][CH2:7][CH2:6][CH2:5]1, predict the reactants needed to synthesize it. The reactants are: O.[OH-].[Li+].[CH:4]1([C@H:10]([NH:15][C:16]([C:18]2[C:27]([NH:28][C:29](=[O:43])[CH2:30][C:31]3[C:36]([Cl:37])=[CH:35][C:34]([C:38]([F:41])([F:40])[F:39])=[CH:33][C:32]=3[Cl:42])=[CH:26][C:25]3[C:20](=[CH:21][CH:22]=[CH:23][CH:24]=3)[CH:19]=2)=[O:17])[C:11]([O:13]C)=[O:12])[CH2:9][CH2:8][CH2:7][CH2:6][CH2:5]1.CO.Cl. (8) The reactants are: N1[C:14]2[C:5](=[CH:6][CH:7]=[C:8]3[C:13]=2N=CC=[CH:9]3)C=CC=1.[C:15]([O-:18])([O-])=O.[Cs+].[Cs+].I[C:22]1[CH:27]=CC=C[C:23]=1C. Given the product [CH2:15]([O:18][C:13]1[CH:14]=[CH:5][CH:6]=[CH:7][C:8]=1[CH3:9])[CH2:23][CH2:22][CH3:27], predict the reactants needed to synthesize it. (9) Given the product [CH3:1][O:2][CH2:3][CH2:4][CH2:5][O:6][N:8]1[C:12](=[O:13])[C:11]2[C:10](=[CH:17][CH:16]=[CH:15][CH:14]=2)[C:9]1=[O:18], predict the reactants needed to synthesize it. The reactants are: [CH3:1][O:2][CH2:3][CH2:4][CH2:5][OH:6].O[N:8]1[C:12](=[O:13])[C:11]2=[CH:14][CH:15]=[CH:16][CH:17]=[C:10]2[C:9]1=[O:18]. (10) Given the product [C:21]1([CH2:27][CH2:28][CH2:29][CH2:30][N:8]2[CH2:12][CH2:11][C@@H:10]([S:13][C:14]3[CH:19]=[CH:18][C:17]([OH:20])=[CH:16][CH:15]=3)[CH2:9]2)[CH:26]=[CH:25][CH:24]=[CH:23][CH:22]=1, predict the reactants needed to synthesize it. The reactants are: FC(F)(F)C(O)=O.[NH:8]1[CH2:12][CH2:11][C@@H:10]([S:13][C:14]2[CH:19]=[CH:18][C:17]([OH:20])=[CH:16][CH:15]=2)[CH2:9]1.[C:21]1([CH2:27][CH2:28][CH2:29][CH:30]=O)[CH:26]=[CH:25][CH:24]=[CH:23][CH:22]=1.